From a dataset of Acute oral toxicity (LD50) regression data from Zhu et al.. Regression/Classification. Given a drug SMILES string, predict its toxicity properties. Task type varies by dataset: regression for continuous values (e.g., LD50, hERG inhibition percentage) or binary classification for toxic/non-toxic outcomes (e.g., AMES mutagenicity, cardiotoxicity, hepatotoxicity). Dataset: ld50_zhu. (1) The rat oral LD50 is 1.83, given as -log10 of the dose in mol/kg body weight (higher means more acutely toxic). The compound is Cc1ccn(CO)n1. (2) The drug is OCC=Cc1ccccc1. The rat oral LD50 is 1.83, given as -log10 of the dose in mol/kg body weight (higher means more acutely toxic). (3) The drug is C=CCCCC=CCOC(C)=O. The rat oral LD50 is 0.729, given as -log10 of the dose in mol/kg body weight (higher means more acutely toxic). (4) The molecule is Cc1cc(Cl)ccc1OCCCC(=O)O. The rat oral LD50 is 2.53, given as -log10 of the dose in mol/kg body weight (higher means more acutely toxic). (5) The molecule is CC(CCC(=O)O)C1CCC2C3C(O)CC4CC(O)CCC4(C)C3CCC12C. The rat oral LD50 is 1.99, given as -log10 of the dose in mol/kg body weight (higher means more acutely toxic).